Regression. Given two drug SMILES strings and cell line genomic features, predict the synergy score measuring deviation from expected non-interaction effect. From a dataset of Merck oncology drug combination screen with 23,052 pairs across 39 cell lines. (1) Drug 1: CN(Cc1cnc2nc(N)nc(N)c2n1)c1ccc(C(=O)NC(CCC(=O)O)C(=O)O)cc1. Drug 2: CC1(c2nc3c(C(N)=O)cccc3[nH]2)CCCN1. Cell line: SKMEL30. Synergy scores: synergy=16.1. (2) Drug 1: Cc1nc(Nc2ncc(C(=O)Nc3c(C)cccc3Cl)s2)cc(N2CCN(CCO)CC2)n1. Drug 2: Cn1cc(-c2cnn3c(N)c(Br)c(C4CCCNC4)nc23)cn1. Cell line: ES2. Synergy scores: synergy=-8.06. (3) Synergy scores: synergy=42.9. Drug 1: COc1cc(C2c3cc4c(cc3C(OC3OC5COC(C)OC5C(O)C3O)C3COC(=O)C23)OCO4)cc(OC)c1O. Drug 2: CS(=O)(=O)CCNCc1ccc(-c2ccc3ncnc(Nc4ccc(OCc5cccc(F)c5)c(Cl)c4)c3c2)o1. Cell line: ZR751. (4) Drug 2: COC1=C2CC(C)CC(OC)C(O)C(C)C=C(C)C(OC(N)=O)C(OC)C=CC=C(C)C(=O)NC(=CC1=O)C2=O. Cell line: DLD1. Drug 1: NC1(c2ccc(-c3nc4ccn5c(=O)[nH]nc5c4cc3-c3ccccc3)cc2)CCC1. Synergy scores: synergy=18.9. (5) Drug 2: C#Cc1cccc(Nc2ncnc3cc(OCCOC)c(OCCOC)cc23)c1. Drug 1: CCC1(O)CC2CN(CCc3c([nH]c4ccccc34)C(C(=O)OC)(c3cc4c(cc3OC)N(C)C3C(O)(C(=O)OC)C(OC(C)=O)C5(CC)C=CCN6CCC43C65)C2)C1. Synergy scores: synergy=9.93. Cell line: A2780. (6) Cell line: RKO. Drug 1: O=C(O)C1(Cc2cccc(Nc3nccs3)n2)CCC(Oc2cccc(Cl)c2F)CC1. Drug 2: Cn1c(=O)n(-c2ccc(C(C)(C)C#N)cc2)c2c3cc(-c4cnc5ccccc5c4)ccc3ncc21. Synergy scores: synergy=12.2.